From a dataset of Reaction yield outcomes from USPTO patents with 853,638 reactions. Predict the reaction yield, written as a fraction of the theoretical maximum amount of product (1.0 means a 100% yield; for example, 0.34 means a 34% yield). (1) The reactants are [H-].[Na+].[CH2:3]([OH:10])[C:4]1[CH:9]=[CH:8][CH:7]=[CH:6][CH:5]=1.Br[CH2:12][CH2:13][C:14]([O:16]CC)=[O:15].O. The catalyst is C1(C)C=CC=CC=1.C(OCC)(=O)C.CO.[OH-].[Na+]. The product is [CH2:3]([O:10][CH2:12][CH2:13][C:14]([OH:16])=[O:15])[C:4]1[CH:9]=[CH:8][CH:7]=[CH:6][CH:5]=1. The yield is 0.340. (2) The catalyst is C1COCC1. The yield is 0.830. The product is [CH:36]1([C:34]([C:29]2[CH:30]=[CH:31][CH:32]=[CH:33][C:28]=2[CH2:27][OH:26])=[CH2:35])[CH2:39][CH2:38][CH2:37]1. The reactants are CCCC[N+](CCCC)(CCCC)CCCC.[F-].C([Si]([O:26][CH2:27][C:28]1[CH:33]=[CH:32][CH:31]=[CH:30][C:29]=1[C:34]([CH:36]1[CH2:39][CH2:38][CH2:37]1)=[CH2:35])(C)C)(C)(C)C.CCOCC.O.